Dataset: Forward reaction prediction with 1.9M reactions from USPTO patents (1976-2016). Task: Predict the product of the given reaction. (1) Given the reactants [CH3:1][O:2][C:3](=[O:40])[C:4]1[CH:9]=[C:8]([O:10][C:11]2[CH:16]=[CH:15][CH:14]=[C:13]([NH:17]C(OC(C)(C)C)=O)[CH:12]=2)[CH:7]=[CH:6][C:5]=1[NH:25][S:26]([C:29]1[CH:34]=[CH:33][C:32]([O:35][CH2:36][CH2:37][CH2:38][CH3:39])=[CH:31][CH:30]=1)(=[O:28])=[O:27].C(O)(C(F)(F)F)=O, predict the reaction product. The product is: [CH3:1][O:2][C:3](=[O:40])[C:4]1[CH:9]=[C:8]([O:10][C:11]2[CH:16]=[CH:15][CH:14]=[C:13]([NH2:17])[CH:12]=2)[CH:7]=[CH:6][C:5]=1[NH:25][S:26]([C:29]1[CH:30]=[CH:31][C:32]([O:35][CH2:36][CH2:37][CH2:38][CH3:39])=[CH:33][CH:34]=1)(=[O:27])=[O:28]. (2) Given the reactants Cl.[CH2:2]([C:9]1([NH:19][CH2:20][C:21]2[CH:26]=[CH:25][C:24]([O:27][CH3:28])=[CH:23][CH:22]=2)[CH2:18][CH2:17][C:12]2(OCC[O:13]2)[CH2:11][CH2:10]1)[C:3]1[CH:8]=[CH:7][CH:6]=[CH:5][CH:4]=1.C(=O)([O-])[O-].[K+].[K+], predict the reaction product. The product is: [CH2:2]([C:9]1([NH:19][CH2:20][C:21]2[CH:22]=[CH:23][C:24]([O:27][CH3:28])=[CH:25][CH:26]=2)[CH2:18][CH2:17][C:12](=[O:13])[CH2:11][CH2:10]1)[C:3]1[CH:4]=[CH:5][CH:6]=[CH:7][CH:8]=1.